From a dataset of Reaction yield outcomes from USPTO patents with 853,638 reactions. Predict the reaction yield, written as a fraction of the theoretical maximum amount of product (1.0 means a 100% yield; for example, 0.34 means a 34% yield). The reactants are [Cl:1][C:2]1[N:7]=[C:6](S(C)=O)[N:5]=[C:4]2[N:11]([C:16]3[C:21]([F:22])=[CH:20][CH:19]=[CH:18][C:17]=3[F:23])[C:12](=[O:15])[NH:13][CH2:14][C:3]=12.[CH3:24][N:25]([CH3:29])[CH2:26][CH2:27][NH2:28].C(N(CC)CC)C. The catalyst is C(Cl)Cl. The product is [Cl:1][C:2]1[N:7]=[C:6]([NH:28][CH2:27][CH2:26][N:25]([CH3:29])[CH3:24])[N:5]=[C:4]2[N:11]([C:16]3[C:21]([F:22])=[CH:20][CH:19]=[CH:18][C:17]=3[F:23])[C:12](=[O:15])[NH:13][CH2:14][C:3]=12. The yield is 0.850.